Dataset: Peptide-MHC class I binding affinity with 185,985 pairs from IEDB/IMGT. Task: Regression. Given a peptide amino acid sequence and an MHC pseudo amino acid sequence, predict their binding affinity value. This is MHC class I binding data. (1) The peptide sequence is SASDMQKFT. The MHC is HLA-A02:03 with pseudo-sequence HLA-A02:03. The binding affinity (normalized) is 0. (2) The peptide sequence is IIYERDFSY. The MHC is HLA-A02:03 with pseudo-sequence HLA-A02:03. The binding affinity (normalized) is 0.0847. (3) The peptide sequence is SFHQQSSGIL. The MHC is Patr-A0701 with pseudo-sequence Patr-A0701. The binding affinity (normalized) is 0.178. (4) The peptide sequence is LYHDSQNML. The MHC is HLA-A29:02 with pseudo-sequence HLA-A29:02. The binding affinity (normalized) is 0.386. (5) The peptide sequence is ITDWLNFTL. The MHC is HLA-A02:01 with pseudo-sequence HLA-A02:01. The binding affinity (normalized) is 0.898. (6) The peptide sequence is MTVDEVEDY. The MHC is HLA-A02:01 with pseudo-sequence HLA-A02:01. The binding affinity (normalized) is 0.0847.